Dataset: Blood-brain barrier permeability classification from the B3DB database. Task: Regression/Classification. Given a drug SMILES string, predict its absorption, distribution, metabolism, or excretion properties. Task type varies by dataset: regression for continuous measurements (e.g., permeability, clearance, half-life) or binary classification for categorical outcomes (e.g., BBB penetration, CYP inhibition). Dataset: b3db_classification. The drug is CCCCCC[C@@H](C)NN. The result is 1 (penetrates BBB).